This data is from Full USPTO retrosynthesis dataset with 1.9M reactions from patents (1976-2016). The task is: Predict the reactants needed to synthesize the given product. The reactants are: Br[C:2]1[CH:7]=[CH:6][C:5]([C:8]2[O:9][C:10]3[CH:16]=[CH:15][CH:14]=[CH:13][C:11]=3[N:12]=2)=[CH:4][CH:3]=1.[C:17]1([C:23]2[CH:24]=[CH:25][C:26]3[NH:27][C:28]4[C:33]([C:34]=3[CH:35]=2)=[CH:32][C:31]([C:36]2[CH:41]=[CH:40][CH:39]=[CH:38][CH:37]=2)=[CH:30][CH:29]=4)[CH:22]=[CH:21][CH:20]=[CH:19][CH:18]=1.CC(C)([O-])C.[Na+].C(P(C(C)(C)C)C(C)(C)C)(C)(C)C. Given the product [O:9]1[C:10]2[CH:16]=[CH:15][CH:14]=[CH:13][C:11]=2[N:12]=[C:8]1[C:5]1[CH:6]=[CH:7][C:2]([N:27]2[C:28]3[CH:29]=[CH:30][C:31]([C:36]4[CH:41]=[CH:40][CH:39]=[CH:38][CH:37]=4)=[CH:32][C:33]=3[C:34]3[C:26]2=[CH:25][CH:24]=[C:23]([C:17]2[CH:18]=[CH:19][CH:20]=[CH:21][CH:22]=2)[CH:35]=3)=[CH:3][CH:4]=1, predict the reactants needed to synthesize it.